Regression. Given a target protein amino acid sequence and a drug SMILES string, predict the binding affinity score between them. We predict pIC50 (pIC50 = -log10(IC50 in M); higher means more potent). Dataset: bindingdb_ic50. From a dataset of Drug-target binding data from BindingDB using IC50 measurements. (1) The target protein sequence is LRPNGQTKPLPALKLALEYIVPCMNKHGICVVDDFLGKETGQQIGDEVRALHDTGKFTDGQLVSQKSDSSKDIRGDKITWIEGKEPGCETIGLLMSSMDDLIRHCNGKLGSYKINGRTKAMVACYPGNGTGYVRHVDNPNGDGRCVTCIYYLNKDWDAKVSGGILRIFPEGKAQFADIEPKFDRLLFFWSDRRNPHEVQPAYATRYAITVWYFDADERARAKVKYLTGEKGVRVELNKPSDSVGKDVF. The small molecule is O=c1c(O)cccn1Cc1cccc(Cl)c1. The pIC50 is 5.3. (2) The compound is C=CC(=O)Nc1ccc(S(=O)(=O)N2CCN(C(=O)OCc3cc(F)cc(F)c3)CC2)cc1. The target protein (Q08188) has sequence MAALGVQSINWQTAFNRQAHHTDKFSSQELILRRGQNFQVLMIMNKGLGSNERLEFIVSTGPYPSESAMTKAVFPLSNGSSGGWSAVLQASNGNTLTISISSPASAPIGRYTMALQIFSQGGISSVKLGTFILLFNPWLNVDSVFMGNHAEREEYVQEDAGIIFVGSTNRIGMIGWNFGQFEEDILSICLSILDRSLNFRRDAATDVASRNDPKYVGRVLSAMINSNDDNGVLAGNWSGTYTGGRDPRSWNGSVEILKNWKKSGFSPVRYGQCWVFAGTLNTALRSLGIPSRVITNFNSAHDTDRNLSVDVYYDPMGNPLDKGSDSVWNFHVWNEGWFVRSDLGPSYGGWQVLDATPQERSQGVFQCGPASVIGVREGDVQLNFDMPFIFAEVNADRITWLYDNTTGKQWKNSVNSHTIGRYISTKAVGSNARMDVTDKYKYPEGSDQERQVFQKALGKLKPNTPFAATSSMGLETEEQEPSIIGKLKVAGMLAVGKEVN.... The pIC50 is 4.1. (3) The compound is Cc1cnc(Nc2ccc(OCCN3CCCC3)cc2)nc1Nc1cccc(S(=O)(=O)NC(C)(C)C)c1. The target protein sequence is DPTVFHKRYLKKIRDLGEGHFGKVSLYCYDPTNDGTGEMVAVKALKADCGPQHRSGWKQEIDILRTLYHEHIIKYKGCCEDQGEKSLQLVMEYVPLGSLRDYLPRHSIGLAQLLLFAQQICEGMAYLHAQHYIHRDLAARNVLLDNDRLVKIGDFGLAKAVPEGHEYYRVREDGDSPVFWYAPECLKEYKFYYASDVWSFGVTLYELLTHCDSSQSPPTKFLELIGIAQGQMTVLRLTELLERGERLPRPDKCPCEVYHLMKNCWETEASFRPTFENLIPILKTVHEKYQGQAPSVFSVC. The pIC50 is 6.5. (4) The compound is OCCN1C[C@H](O)[C@@H](O)[C@H](O)[C@H]1CO. The target protein (P10253) has sequence MGVRHPPCSHRLLAVCALVSLATAALLGHILLHDFLLVPRELSGSSPVLEETHPAHQQGASRPGPRDAQAHPGRPRAVPTQCDVPPNSRFDCAPDKAITQEQCEARGCCYIPAKQGLQGAQMGQPWCFFPPSYPSYKLENLSSSEMGYTATLTRTTPTFFPKDILTLRLDVMMETENRLHFTIKDPANRRYEVPLETPHVHSRAPSPLYSVEFSEEPFGVIVRRQLDGRVLLNTTVAPLFFADQFLQLSTSLPSQYITGLAEHLSPLMLSTSWTRITLWNRDLAPTPGANLYGSHPFYLALEDGGSAHGVFLLNSNAMDVVLQPSPALSWRSTGGILDVYIFLGPEPKSVVQQYLDVVGYPFMPPYWGLGFHLCRWGYSSTAITRQVVENMTRAHFPLDVQWNDLDYMDSRRDFTFNKDGFRDFPAMVQELHQGGRRYMMIVDPAISSSGPAGSYRPYDEGLRRGVFITNETGQPLIGKVWPGSTAFPDFTNPTALAWWE.... The pIC50 is 6.5. (5) The small molecule is CC(=O)N1CCN(c2ccc(OC[C@H]3CO[C@@](Cn4ccnc4)(c4ccc(Cl)cc4Cl)O3)cc2)CC1. The target protein (P18125) has sequence MMTISLIWGIAVLVSCCIWFIVGIRRRKAGEPPLENGLIPYLGCALKFGSNPLEFLRANQRKHGHVFTCKLMGKYVHFITNSLSYHKVLCHGKYFDWKKFHYTTSAKAFGHRSIDPNDGNTTENINNTFTKTLQGDALCSLSEAMMQNLQSVMRPPGLPKSKSNAWVTEGMYAFCYRVMFEAGYLTLFGRDISKTDTQKALILNNLDNFKQFDQVFPALVAGLPIHLFKTAHKAREKLAEGLKHKNLCVRDQVSELIRLRMFLNDTLSTFDDMEKAKTHLAILWASQANTIPATFWSLFQMIRSPEAMKAASEEVSGALQSAGQELSSGGSAIYLDQVQLNDLPVLDSIIKEALRLSSASLNIRTAKEDFTLHLEDGSYNIRKDDMIALYPQLMHLDPEIYPDPLTFKYDRYLDESGKAKTTFYSNGNKLKCFYMPFGSGATICPGRLFAVQEIKQFLILMLSCFELEFVESQVKCPPLDQSRAGLGILPPLHDIEFKYK.... The pIC50 is 6.3.